Task: Predict the product of the given reaction.. Dataset: Forward reaction prediction with 1.9M reactions from USPTO patents (1976-2016) (1) Given the reactants [F:1][C:2]1[CH:3]=[C:4]([C:21]2[CH:22]=[N:23][N:24]3[CH:29]=[CH:28][C:27]([N:30]4[C@@H:34]([CH:35]([CH3:37])[CH3:36])[CH2:33][O:32][C:31]4=[O:38])=[N:26][C:25]=23)[CH:5]=[CH:6][C:7]=1[C:8]1[N:12]=[CH:11][N:10](COCC[Si](C)(C)C)[N:9]=1.FC1C=C(C2C=NN3C=CC(N4[C@@H](C(C)C)COC4=O)=NC=23)C=CC=1C1N(COCC[Si](C)(C)C)N=CN=1.FC(F)(F)C(O)=O.N, predict the reaction product. The product is: [F:1][C:2]1[CH:3]=[C:4]([C:21]2[CH:22]=[N:23][N:24]3[CH:29]=[CH:28][C:27]([N:30]4[C@@H:34]([CH:35]([CH3:36])[CH3:37])[CH2:33][O:32][C:31]4=[O:38])=[N:26][C:25]=23)[CH:5]=[CH:6][C:7]=1[C:8]1[N:12]=[CH:11][NH:10][N:9]=1. (2) Given the reactants [CH2:1]([N:3]1[CH2:8][CH2:7][N:6]([CH2:9][C:10]2[CH:15]=[C:14]([F:16])[CH:13]=[CH:12][C:11]=2[S:17]([NH:20][C:21]2[C:30]([C:31]([O:33]C)=[O:32])=[C:29]3[C:24]([CH:25]4[CH2:35][CH:26]4[CH2:27][O:28]3)=[CH:23][CH:22]=2)(=[O:19])=[O:18])[C:5](=[O:36])[CH2:4]1)[CH3:2].O.[OH-].[Li+].C(O)=O, predict the reaction product. The product is: [CH2:1]([N:3]1[CH2:8][CH2:7][N:6]([CH2:9][C:10]2[CH:15]=[C:14]([F:16])[CH:13]=[CH:12][C:11]=2[S:17]([NH:20][C:21]2[C:30]([C:31]([OH:33])=[O:32])=[C:29]3[C:24]([CH:25]4[CH2:35][CH:26]4[CH2:27][O:28]3)=[CH:23][CH:22]=2)(=[O:18])=[O:19])[C:5](=[O:36])[CH2:4]1)[CH3:2]. (3) Given the reactants [F:1][C:2]([C:7]1[N:12]=[CH:11][C:10]2[C:13]([CH3:17])([CH3:16])[CH2:14][NH:15][C:9]=2[CH:8]=1)([F:6])[CH2:3][CH2:4][CH3:5].C(N(CC)C(C)C)(C)C.Cl[CH2:28][C:29](Cl)=[O:30].[C:32]([O:36][C:37]([N:39]1[CH2:44][C@H:43]([CH:45]([OH:51])[C:46]2[S:47][CH:48]=[CH:49][N:50]=2)[NH:42][CH2:41][C@H:40]1[CH3:52])=[O:38])([CH3:35])([CH3:34])[CH3:33].C(=O)(O)[O-].[Na+], predict the reaction product. The product is: [C:32]([O:36][C:37]([N:39]1[CH2:44][C@H:43]([CH:45]([OH:51])[C:46]2[S:47][CH:48]=[CH:49][N:50]=2)[N:42]([CH2:28][C:29]([N:15]2[C:9]3[CH:8]=[C:7]([C:2]([F:6])([F:1])[CH2:3][CH2:4][CH3:5])[N:12]=[CH:11][C:10]=3[C:13]([CH3:16])([CH3:17])[CH2:14]2)=[O:30])[CH2:41][C@H:40]1[CH3:52])=[O:38])([CH3:35])([CH3:33])[CH3:34].